This data is from Reaction yield outcomes from USPTO patents with 853,638 reactions. The task is: Predict the reaction yield, written as a fraction of the theoretical maximum amount of product (1.0 means a 100% yield; for example, 0.34 means a 34% yield). (1) The reactants are [CH3:1][C:2]1[CH:7]=[C:6]([CH3:8])[NH:5][C:4](=[O:9])[C:3]=1[CH2:10][NH:11][C:12]([C:14]1[CH:22]=[C:21]([C:23]2[CH:32]=[CH:31][C:26]([C:27]([O:29]C)=[O:28])=[CH:25][CH:24]=2)[CH:20]=[C:19]2[C:15]=1[C:16]([CH3:36])=[CH:17][N:18]2[CH:33]([CH3:35])[CH3:34])=[O:13].[OH-].[Na+]. The catalyst is CO.C1COCC1. The product is [CH3:1][C:2]1[CH:7]=[C:6]([CH3:8])[NH:5][C:4](=[O:9])[C:3]=1[CH2:10][NH:11][C:12]([C:14]1[CH:22]=[C:21]([C:23]2[CH:24]=[CH:25][C:26]([C:27]([OH:29])=[O:28])=[CH:31][CH:32]=2)[CH:20]=[C:19]2[C:15]=1[C:16]([CH3:36])=[CH:17][N:18]2[CH:33]([CH3:34])[CH3:35])=[O:13]. The yield is 0.395. (2) The reactants are [C:1]([Cl:6])(=O)[C:2](Cl)=[O:3].[OH:7][C:8]1[C:9]([CH3:43])=[C:10]([CH:36]=[CH:37][C:38]=1[C:39](=[O:42])[CH2:40][CH3:41])[O:11][CH2:12][C:13]1[CH:18]=[CH:17][C:16]([CH:19]([O:29][CH:30]2[CH2:35][CH2:34][CH2:33][CH2:32][O:31]2)[C:20]2[CH:21]=[C:22]([CH:26]=[CH:27][CH:28]=2)C(O)=O)=[CH:15][CH:14]=1.[N+](=C)=[N-]. The catalyst is O1CCCC1.CN(C)C=O. The product is [Cl:6][CH2:1][C:2]([C:22]1[CH:21]=[C:20]([CH:19]([O:29][CH:30]2[CH2:35][CH2:34][CH2:33][CH2:32][O:31]2)[C:16]2[CH:15]=[CH:14][C:13]([CH2:12][O:11][C:10]3[CH:36]=[CH:37][C:38]([C:39](=[O:42])[CH2:40][CH3:41])=[C:8]([OH:7])[C:9]=3[CH3:43])=[CH:18][CH:17]=2)[CH:28]=[CH:27][CH:26]=1)=[O:3]. The yield is 0.850. (3) The yield is 0.601. The reactants are [N:1]12[CH2:8][CH2:7][C:4]([C:9]([C:17]3[CH:22]=[CH:21][CH:20]=[CH:19][CH:18]=3)([C:11]3[CH:16]=[CH:15][CH:14]=[CH:13][CH:12]=3)[OH:10])([CH2:5][CH2:6]1)[CH2:3][CH2:2]2.[Br:23][CH2:24][CH2:25][OH:26]. The catalyst is CC#N. The product is [Br-:23].[OH:10][C:9]([C:17]1[CH:22]=[CH:21][CH:20]=[CH:19][CH:18]=1)([C:11]1[CH:12]=[CH:13][CH:14]=[CH:15][CH:16]=1)[C:4]12[CH2:5][CH2:6][N+:1]([CH2:24][CH2:25][OH:26])([CH2:2][CH2:3]1)[CH2:8][CH2:7]2.